From a dataset of Forward reaction prediction with 1.9M reactions from USPTO patents (1976-2016). Predict the product of the given reaction. (1) Given the reactants [O:1]=[C:2]1[NH:6][C:5]2[CH:7]=[C:8]([C:11]([O:13][CH3:14])=[O:12])[CH:9]=[CH:10][C:4]=2[O:3]1.C1(P(C2C=CC=CC=2)C2C=CC=CC=2)C=CC=CC=1.[CH3:34][N:35]([CH3:54])[CH2:36][CH2:37][CH2:38][O:39][C:40]1[CH:41]=[N:42][C:43]([C:46]2[CH:47]=[C:48]([CH2:52]O)[CH:49]=[CH:50][CH:51]=2)=[N:44][CH:45]=1.C(OC(N=NC(OC(C)(C)C)=O)=O)(C)(C)C, predict the reaction product. The product is: [CH3:54][N:35]([CH3:34])[CH2:36][CH2:37][CH2:38][O:39][C:40]1[CH:45]=[N:44][C:43]([C:46]2[CH:47]=[C:48]([CH:49]=[CH:50][CH:51]=2)[CH2:52][N:6]2[C:5]3[CH:7]=[C:8]([C:11]([O:13][CH3:14])=[O:12])[CH:9]=[CH:10][C:4]=3[O:3][C:2]2=[O:1])=[N:42][CH:41]=1. (2) The product is: [Cl:1][C:2]1[CH:7]=[C:6]([Cl:8])[CH:5]=[CH:4][C:3]=1[CH:9]1[CH:18]([C:19]([O:21][CH2:22][CH3:23])=[O:20])[C:17]2[C:12](=[CH:13][CH:14]=[CH:15][CH:16]=2)[C:11](=[O:24])[N:10]1[CH:25]1[CH2:30][CH2:29][CH2:28][CH2:27][CH:26]1[N:31]([CH3:38])[S:32]([CH3:35])(=[O:33])=[O:34]. Given the reactants [Cl:1][C:2]1[CH:7]=[C:6]([Cl:8])[CH:5]=[CH:4][C:3]=1[CH:9]1[CH:18]([C:19]([O:21][CH2:22][CH3:23])=[O:20])[C:17]2[C:12](=[CH:13][CH:14]=[CH:15][CH:16]=2)[C:11](=[O:24])[N:10]1[CH:25]1[CH2:30][CH2:29][CH2:28][CH2:27][CH:26]1[NH:31][S:32]([CH3:35])(=[O:34])=[O:33].[H-].[Na+].[CH3:38]I.O, predict the reaction product. (3) Given the reactants [Cl:1][C:2]1[C:11]2[CH2:10][CH2:9][NH:8][CH:7]([CH2:12][C:13]([O:15][CH3:16])=[O:14])[C:6]=2[N:5]=[CH:4][CH:3]=1.[C:17]([NH:24][CH2:25][C:26](O)=[O:27])([O:19][C:20]([CH3:23])([CH3:22])[CH3:21])=[O:18].C(N(CC)CC)C.O, predict the reaction product. The product is: [C:20]([O:19][C:17]([NH:24][CH2:25][C:26]([N:8]1[CH:7]([CH2:12][C:13]([O:15][CH3:16])=[O:14])[C:6]2[N:5]=[CH:4][CH:3]=[C:2]([Cl:1])[C:11]=2[CH2:10][CH2:9]1)=[O:27])=[O:18])([CH3:23])([CH3:22])[CH3:21]. (4) Given the reactants Cl.[N:2]1([C:7]2[CH:12]=[C:11]([C:13]([OH:15])=O)[CH:10]=[CH:9][N:8]=2)[CH2:6][CH2:5][CH2:4][CH2:3]1.ClC(N(C)C)=C(C)C.CCN(C(C)C)C(C)C.[NH:33]1[C:41]2[C:36](=[C:37]([C:42]3[CH:43]=[C:44]([NH2:57])[C:45]4[C:49]([CH:50]=3)=[N:48][N:47](C3CCCCO3)[CH:46]=4)[CH:38]=[CH:39][CH:40]=2)[CH:35]=[CH:34]1.CC1C=CC(S(O)(=O)=O)=CC=1.N, predict the reaction product. The product is: [NH:33]1[C:41]2[C:36](=[C:37]([C:42]3[CH:50]=[C:49]4[C:45]([CH:46]=[N:47][NH:48]4)=[C:44]([NH:57][C:13]([C:11]4[CH:10]=[CH:9][N:8]=[C:7]([N:2]5[CH2:3][CH2:4][CH2:5][CH2:6]5)[CH:12]=4)=[O:15])[CH:43]=3)[CH:38]=[CH:39][CH:40]=2)[CH:35]=[CH:34]1. (5) Given the reactants Br[C:2]1[N:6]2[CH:7]=[CH:8][C:9]([CH3:11])=[N:10][C:5]2=[N:4][CH:3]=1.[CH3:12][O:13][C:14]1[CH:15]=[C:16](B(O)O)[CH:17]=[CH:18][CH:19]=1.C(=O)([O-])[O-].[Na+].[Na+], predict the reaction product. The product is: [NH3:4].[CH3:12][O:13][C:14]1[CH:19]=[C:18]([C:2]2[N:6]3[CH:7]=[CH:8][C:9]([CH3:11])=[N:10][C:5]3=[N:4][CH:3]=2)[CH:17]=[CH:16][CH:15]=1. (6) Given the reactants [CH3:1][C:2]1[CH:11]=[C:10]([CH2:12][O:13][C:14]2[CH:22]=[CH:21][C:17]([C:18](O)=[O:19])=[CH:16][CH:15]=2)[C:9]2[C:4](=[CH:5][CH:6]=[CH:7][CH:8]=2)[N:3]=1.F[B-](F)(F)F.N1(OC(N(C)C)=[N+](C)C)C2C=CC=CC=2N=N1.C(N(C(C)C)CC)(C)C.Cl.Cl.Cl.[NH2:57][CH2:58][CH:59]([N:64]1[CH2:69][CH2:68][N:67]([CH2:70][CH3:71])[CH2:66][CH2:65]1)[C:60]([O:62][CH3:63])=[O:61].C(=O)([O-])O.[Na+], predict the reaction product. The product is: [CH2:70]([N:67]1[CH2:66][CH2:65][N:64]([C@@H:59]([CH2:58][NH:57][C:18](=[O:19])[C:17]2[CH:21]=[CH:22][C:14]([O:13][CH2:12][C:10]3[C:9]4[C:4](=[CH:5][CH:6]=[CH:7][CH:8]=4)[N:3]=[C:2]([CH3:1])[CH:11]=3)=[CH:15][CH:16]=2)[C:60]([O:62][CH3:63])=[O:61])[CH2:69][CH2:68]1)[CH3:71]. (7) Given the reactants [CH3:1][O:2][C:3]1[CH:8]=[C:7]([C:9]2[C:17]3[C:12](=[CH:13][CH:14]=[C:15]([N+:18]([O-])=O)[CH:16]=3)[N:11]([C:21]([C:34]3[CH:39]=[CH:38][CH:37]=[CH:36][CH:35]=3)([C:28]3[CH:33]=[CH:32][CH:31]=[CH:30][CH:29]=3)[C:22]3[CH:27]=[CH:26][CH:25]=[CH:24][CH:23]=3)[N:10]=2)[CH:6]=[CH:5][N:4]=1, predict the reaction product. The product is: [CH3:1][O:2][C:3]1[CH:8]=[C:7]([C:9]2[C:17]3[C:12](=[CH:13][CH:14]=[C:15]([NH2:18])[CH:16]=3)[N:11]([C:21]([C:22]3[CH:27]=[CH:26][CH:25]=[CH:24][CH:23]=3)([C:34]3[CH:35]=[CH:36][CH:37]=[CH:38][CH:39]=3)[C:28]3[CH:33]=[CH:32][CH:31]=[CH:30][CH:29]=3)[N:10]=2)[CH:6]=[CH:5][N:4]=1. (8) Given the reactants [CH:1]([C:4]1[CH:5]=[C:6]([CH:10]=[C:11]([CH:15]([CH3:17])[CH3:16])[C:12]=1[O:13][CH3:14])[C:7]([OH:9])=O)([CH3:3])[CH3:2].C(Cl)(=O)C(Cl)=O.[Sn](Cl)(Cl)(Cl)Cl.[Br:29][C:30]1[CH:43]=[CH:42][CH:41]=[CH:40][C:31]=1[CH2:32][C:33]1[O:34][C:35]([CH3:39])=[C:36]([CH3:38])[CH:37]=1, predict the reaction product. The product is: [Br:29][C:30]1[CH:43]=[CH:42][CH:41]=[CH:40][C:31]=1[CH2:32][C:33]1[O:34][C:35]([CH3:39])=[C:36]([CH3:38])[C:37]=1[C:7]([C:6]1[CH:10]=[C:11]([CH:15]([CH3:17])[CH3:16])[C:12]([O:13][CH3:14])=[C:4]([CH:1]([CH3:2])[CH3:3])[CH:5]=1)=[O:9].